From a dataset of NCI-60 drug combinations with 297,098 pairs across 59 cell lines. Regression. Given two drug SMILES strings and cell line genomic features, predict the synergy score measuring deviation from expected non-interaction effect. (1) Drug 1: CC=C1C(=O)NC(C(=O)OC2CC(=O)NC(C(=O)NC(CSSCCC=C2)C(=O)N1)C(C)C)C(C)C. Drug 2: CN(CC1=CN=C2C(=N1)C(=NC(=N2)N)N)C3=CC=C(C=C3)C(=O)NC(CCC(=O)O)C(=O)O. Cell line: KM12. Synergy scores: CSS=29.2, Synergy_ZIP=-5.55, Synergy_Bliss=-2.77, Synergy_Loewe=-5.49, Synergy_HSA=-1.36. (2) Drug 1: CC1C(C(=O)NC(C(=O)N2CCCC2C(=O)N(CC(=O)N(C(C(=O)O1)C(C)C)C)C)C(C)C)NC(=O)C3=C4C(=C(C=C3)C)OC5=C(C(=O)C(=C(C5=N4)C(=O)NC6C(OC(=O)C(N(C(=O)CN(C(=O)C7CCCN7C(=O)C(NC6=O)C(C)C)C)C)C(C)C)C)N)C. Cell line: SW-620. Synergy scores: CSS=1.04, Synergy_ZIP=-0.302, Synergy_Bliss=0.489, Synergy_Loewe=-2.82, Synergy_HSA=-1.17. Drug 2: COC1=NC(=NC2=C1N=CN2C3C(C(C(O3)CO)O)O)N. (3) Drug 1: B(C(CC(C)C)NC(=O)C(CC1=CC=CC=C1)NC(=O)C2=NC=CN=C2)(O)O. Drug 2: N.N.Cl[Pt+2]Cl. Cell line: BT-549. Synergy scores: CSS=58.9, Synergy_ZIP=-0.551, Synergy_Bliss=-1.20, Synergy_Loewe=-3.09, Synergy_HSA=-0.702. (4) Cell line: NCI-H522. Synergy scores: CSS=30.3, Synergy_ZIP=-2.18, Synergy_Bliss=-2.85, Synergy_Loewe=-16.7, Synergy_HSA=0.281. Drug 1: CN1C2=C(C=C(C=C2)N(CCCl)CCCl)N=C1CCCC(=O)O.Cl. Drug 2: CN(CCCl)CCCl.Cl. (5) Drug 1: CC1=C(C(CCC1)(C)C)C=CC(=CC=CC(=CC(=O)O)C)C. Drug 2: C1CN1C2=NC(=NC(=N2)N3CC3)N4CC4. Cell line: A549. Synergy scores: CSS=39.2, Synergy_ZIP=-1.22, Synergy_Bliss=-1.65, Synergy_Loewe=1.63, Synergy_HSA=2.76. (6) Drug 1: CC1C(C(CC(O1)OC2CC(CC3=C2C(=C4C(=C3O)C(=O)C5=C(C4=O)C(=CC=C5)OC)O)(C(=O)C)O)N)O.Cl. Drug 2: CC(C1=C(C=CC(=C1Cl)F)Cl)OC2=C(N=CC(=C2)C3=CN(N=C3)C4CCNCC4)N. Cell line: LOX IMVI. Synergy scores: CSS=24.7, Synergy_ZIP=-3.85, Synergy_Bliss=0.458, Synergy_Loewe=2.08, Synergy_HSA=3.03.